This data is from Reaction yield outcomes from USPTO patents with 853,638 reactions. The task is: Predict the reaction yield, written as a fraction of the theoretical maximum amount of product (1.0 means a 100% yield; for example, 0.34 means a 34% yield). (1) The reactants are [Cl:1][C:2]1[C:3]([NH:17][C:18]2[CH:26]=[CH:25][CH:24]=[CH:23][C:19]=2[C:20]([OH:22])=O)=[CH:4][C:5]([NH:8][C:9]2[N:13]([CH2:14][CH3:15])[N:12]=[C:11]([CH3:16])[CH:10]=2)=[N:6][CH:7]=1.C1C=C[C:30]2[N:35]([OH:36])N=NC=2C=1.C(Cl)CCl.CNO.CCN(C(C)C)C(C)C. The catalyst is CN(C)C=O. The product is [Cl:1][C:2]1[C:3]([NH:17][C:18]2[CH:26]=[CH:25][CH:24]=[CH:23][C:19]=2[C:20]([N:35]([OH:36])[CH3:30])=[O:22])=[CH:4][C:5]([NH:8][C:9]2[N:13]([CH2:14][CH3:15])[N:12]=[C:11]([CH3:16])[CH:10]=2)=[N:6][CH:7]=1. The yield is 0.231. (2) The reactants are [CH3:1][C:2]1[C:10]2[N:9]=[C:8]([CH2:11][CH2:12][CH3:13])[N:7]([CH2:14][C:15]3[CH:32]=[CH:31][C:18]4/[C:19](=[CH:28]\[C:29]#[N:30])/[C:20]5[CH:27]=[CH:26][CH:25]=[CH:24][C:21]=5[O:22][CH2:23][C:17]=4[CH:16]=3)[C:6]=2[CH:5]=[CH:4][CH:3]=1.N[OH:34].O. The catalyst is C(O)C. The product is [CH3:1][C:2]1[C:10]2[N:9]=[C:8]([CH2:11][CH2:12][CH3:13])[N:7]([CH2:14][C:15]3[CH:32]=[CH:31][C:18]4[C:19](=[CH:28]/[CH:29]=[N:30]/[OH:34])[C:20]5[CH:27]=[CH:26][CH:25]=[CH:24][C:21]=5[O:22][CH2:23][C:17]=4[CH:16]=3)[C:6]=2[CH:5]=[CH:4][CH:3]=1. The yield is 0.910. (3) The reactants are [NH2:1][C:2]1[CH:7]=[CH:6][C:5]([C:8]2[C:16]3[C:15]([NH2:17])=[N:14][CH:13]=[N:12][C:11]=3[S:10][C:9]=2[CH3:18])=[CH:4][C:3]=1[O:19][CH3:20].Cl[C:22]1[CH:31]=[CH:30][C:29]2[C:24](=[CH:25][CH:26]=[CH:27][CH:28]=2)[N:23]=1. No catalyst specified. The product is [NH2:17][C:15]1[C:16]2[C:8]([C:5]3[CH:6]=[CH:7][C:2]([NH:1][C:22]4[CH:31]=[CH:30][C:29]5[C:24](=[CH:25][CH:26]=[CH:27][CH:28]=5)[N:23]=4)=[C:3]([O:19][CH3:20])[CH:4]=3)=[C:9]([CH3:18])[S:10][C:11]=2[N:12]=[CH:13][N:14]=1. The yield is 0.0500. (4) The reactants are [CH:1]([C:4]1[CH:9]=[CH:8][CH:7]=[CH:6][C:5]=1[OH:10])([CH3:3])[CH3:2].[C:11](Cl)(=[O:14])[CH2:12][CH3:13]. No catalyst specified. The product is [OH:10][C:5]1[CH:6]=[CH:7][C:8]([C:11](=[O:14])[CH2:12][CH3:13])=[CH:9][C:4]=1[CH:1]([CH3:3])[CH3:2]. The yield is 0.320. (5) The reactants are [OH:1][CH:2]([CH2:6][C:7]1[CH:12]=[CH:11][C:10]([OH:13])=[CH:9][CH:8]=1)[C:3]([OH:5])=[O:4].Cl.[CH3:15]O. No catalyst specified. The product is [CH3:15][O:4][C:3](=[O:5])[CH:2]([OH:1])[CH2:6][C:7]1[CH:8]=[CH:9][C:10]([OH:13])=[CH:11][CH:12]=1. The yield is 0.800. (6) The yield is 0.934. The product is [C:1]12([C:11]3[CH:12]=[CH:13][C:14]([O:15][C:16]([CH3:20])([CH3:21])[C:17]([NH:28][CH2:27][CH2:26][N:25]([CH3:29])[CH3:24])=[O:18])=[CH:22][CH:23]=3)[CH2:2][CH:3]3[CH2:4][CH:5]([CH2:6][CH:7]([CH2:9]3)[CH2:8]1)[CH2:10]2. No catalyst specified. The reactants are [C:1]12([C:11]3[CH:23]=[CH:22][C:14]([O:15][C:16]([CH3:21])([CH3:20])[C:17](O)=[O:18])=[CH:13][CH:12]=3)[CH2:10][CH:5]3[CH2:6][CH:7]([CH2:9][CH:3]([CH2:4]3)[CH2:2]1)[CH2:8]2.[CH3:24][N:25]([CH3:29])[CH2:26][CH2:27][NH2:28]. (7) The reactants are [O:1]1[CH2:6][CH2:5]C(=O)[CH2:3][CH2:2]1.[CH:8]([O:13][CH3:14])([O:11][CH3:12])OC.[I:15]I. No catalyst specified. The product is [I:15][CH:3]1[C:8]([O:11][CH3:12])([O:13][CH3:14])[CH2:5][CH2:6][O:1][CH2:2]1. The yield is 0.810. (8) The reactants are C[O:2][C:3]([C:5]1[C:13]([NH:14][C:15]2[CH:20]=[CH:19][C:18]([Br:21])=[CH:17][C:16]=2[CH3:22])=[C:12]([F:23])[C:8]2[NH:9][CH:10]=[N:11][C:7]=2[CH:6]=1)=O.O.[NH2:25][NH2:26]. The catalyst is CCO. The product is [Br:21][C:18]1[CH:19]=[CH:20][C:15]([NH:14][C:13]2[C:5]([C:3]([NH:25][NH2:26])=[O:2])=[CH:6][C:7]3[NH:11][CH:10]=[N:9][C:8]=3[C:12]=2[F:23])=[C:16]([CH3:22])[CH:17]=1. The yield is 0.810.